Dataset: Forward reaction prediction with 1.9M reactions from USPTO patents (1976-2016). Task: Predict the product of the given reaction. (1) Given the reactants [CH3:1][C:2]1[CH:7]=[CH:6][C:5]([S:8]([NH:11][NH2:12])(=[O:10])=[O:9])=[CH:4][CH:3]=1.CN([CH:16]=[C:17]1[C:22](=[O:23])[CH2:21][CH2:20][CH2:19][C:18]1=[O:24])C, predict the reaction product. The product is: [O:23]=[C:22]1[CH2:21][CH2:20][CH2:19][C:18](=[O:24])[C:17]1=[CH:16][NH:12][NH:11][S:8]([C:5]1[CH:6]=[CH:7][C:2]([CH3:1])=[CH:3][CH:4]=1)(=[O:10])=[O:9]. (2) Given the reactants [ClH:1].[NH2:2][C:3]1[CH:8]=[CH:7][C:6]([NH:9][C:10]([NH2:12])=[NH:11])=[CH:5][C:4]=1[N+:13]([O-])=O.O1CCCC1, predict the reaction product. The product is: [ClH:1].[NH2:13][C:4]1[CH:5]=[C:6]([NH:9][C:10]([NH2:12])=[NH:11])[CH:7]=[CH:8][C:3]=1[NH2:2]. (3) Given the reactants [Br:1][C:2]1[CH:7]=[CH:6][C:5]([CH3:8])=[CH:4][N:3]=1.[Br:9]N1C(=O)CCC1=O.C(OOC(=O)C1C=CC=CC=1)(=O)C1C=CC=CC=1, predict the reaction product. The product is: [Br:1][C:2]1[CH:7]=[CH:6][C:5]([CH2:8][Br:9])=[CH:4][N:3]=1. (4) The product is: [CH3:1][O:2][C:3](=[O:30])[CH2:4][CH:5]([N:9]1[C:13]2[CH:14]=[CH:15][CH:16]=[CH:17][C:12]=2[N:11]([CH2:18][C:19]2[C:20]3[C:27]([CH3:28])=[CH:26][CH:25]=[CH:24][C:21]=3[S:22][CH:23]=2)[C:10]1=[O:29])[CH2:6][C:7]([OH:32])=[O:8]. Given the reactants [CH3:1][O:2][C:3](=[O:30])[CH2:4][CH:5]([N:9]1[C:13]2[CH:14]=[CH:15][CH:16]=[CH:17][C:12]=2[N:11]([CH2:18][C:19]2[C:20]3[C:27]([CH3:28])=[CH:26][CH:25]=[CH:24][C:21]=3[S:22][CH:23]=2)[C:10]1=[O:29])[CH2:6][CH2:7][OH:8].[Cr](O[Cr]([O-])(=O)=O)([O-])(=O)=[O:32].[NH+]1C=CC=CC=1.[NH+]1C=CC=CC=1.O, predict the reaction product. (5) Given the reactants [CH3:1][N:2]1[C:10]2[N:9]=[C:8]([Br:11])[N:7]([CH2:12][C:13]#[C:14][CH3:15])[C:6]=2[C:5](=[O:16])[NH:4][C:3]1=[O:17].Cl[CH2:19][C:20]1[N:29]=[C:28]([CH3:30])[C:27]2[C:22](=[CH:23][CH:24]=[CH:25][CH:26]=2)[N:21]=1.C(=O)([O-])[O-].[Na+].[Na+].C(O)(=O)C, predict the reaction product. The product is: [CH3:30][C:28]1[C:27]2[C:22](=[CH:23][CH:24]=[CH:25][CH:26]=2)[N:21]=[C:20]([CH2:19][N:4]2[C:5](=[O:16])[C:6]3[N:7]([CH2:12][C:13]#[C:14][CH3:15])[C:8]([Br:11])=[N:9][C:10]=3[N:2]([CH3:1])[C:3]2=[O:17])[N:29]=1. (6) Given the reactants [Br:1][C:2]1[CH:7]=[CH:6][C:5]([C:8]2[O:9][C:10]([CH3:17])=[C:11]([CH2:13][C:14]([O-:16])=O)[N:12]=2)=[CH:4][CH:3]=1.[CH3:18][O:19][C:20](=[O:30])[CH2:21][C:22]1[CH:27]=[CH:26][C:25]([CH3:28])=[C:24](O)[CH:23]=1, predict the reaction product. The product is: [Br:1][C:2]1[CH:3]=[CH:4][C:5]([C:8]2[O:9][C:10]([CH3:17])=[C:11]([CH2:13][CH2:14][O:16][C:26]3[CH:27]=[C:22]([CH2:21][C:20]([O:19][CH3:18])=[O:30])[CH:23]=[CH:24][C:25]=3[CH3:28])[N:12]=2)=[CH:6][CH:7]=1. (7) Given the reactants [NH2:1][C:2]1[C:3]([C:9]([NH:11][C:12]2[CH:13]=[N:14][CH:15]=[CH:16][C:17]=2[C@@H:18]2[CH2:23][C@H:22]([CH3:24])[C@@:21]([CH2:26][F:27])([OH:25])[C@H:20]([OH:28])[CH2:19]2)=[O:10])=[N:4][C:5](Br)=[CH:6][CH:7]=1.[CH3:29][C:30]1([CH3:46])[C:34]([CH3:36])([CH3:35])[O:33][B:32]([B:32]2[O:33][C:34]([CH3:36])([CH3:35])[C:30]([CH3:46])([CH3:29])[O:31]2)[O:31]1.C1(P(C2CCCCC2)C2CCCCC2)CCCCC1, predict the reaction product. The product is: [NH2:1][C:2]1[C:3]([C:9]([NH:11][C:12]2[CH:13]=[N:14][CH:15]=[CH:16][C:17]=2[C@@H:18]2[CH2:23][C@H:22]([CH3:24])[C@@:21]([CH2:26][F:27])([OH:25])[C@H:20]([OH:28])[CH2:19]2)=[O:10])=[N:4][C:5]([B:32]2[O:33][C:34]([CH3:36])([CH3:35])[C:30]([CH3:46])([CH3:29])[O:31]2)=[CH:6][CH:7]=1.